From a dataset of Full USPTO retrosynthesis dataset with 1.9M reactions from patents (1976-2016). Predict the reactants needed to synthesize the given product. (1) Given the product [CH2:7]1[CH2:6][CH2:5][C:4]([CH2:3][NH2:2])([CH2:10][C:11]([OH:13])=[O:12])[CH2:9][CH2:8]1, predict the reactants needed to synthesize it. The reactants are: O[N:2]=[CH:3][C:4]1([CH2:10][C:11]([O:13]CC)=[O:12])[CH2:9][CH2:8][CH2:7][CH2:6][CH2:5]1.C1CCC(CN)(CC(O)=O)CC1.Cl. (2) Given the product [Br:23][CH2:24][CH2:25][O:20][C:15]1[CH:16]=[CH:17][CH:18]=[CH:19][C:14]=1[C:12]1[N:13]=[C:9]([C:8]([F:7])([F:21])[F:22])[S:10][CH:11]=1, predict the reactants needed to synthesize it. The reactants are: C(=O)([O-])[O-].[Cs+].[Cs+].[F:7][C:8]([F:22])([F:21])[C:9]1[S:10][CH:11]=[C:12]([C:14]2[CH:19]=[CH:18][CH:17]=[CH:16][C:15]=2[OH:20])[N:13]=1.[Br:23][CH2:24][CH2:25]Br. (3) Given the product [CH3:33][N:32]([CH3:34])[C:23]1([C:26]2[S:27][C:28]([F:31])=[CH:29][CH:30]=2)[CH2:24][CH2:25][C:17]2([CH2:16][NH:15][C:19](=[O:20])[CH2:18]2)[CH2:21][CH2:22]1, predict the reactants needed to synthesize it. The reactants are: FC(F)(F)C(O)=O.C(OC([N:15]1[C:19](=[O:20])[CH2:18][C:17]2([CH2:25][CH2:24][C:23]([N:32]([CH3:34])[CH3:33])([C:26]3[S:27][C:28]([F:31])=[CH:29][CH:30]=3)[CH2:22][CH2:21]2)[CH2:16]1)=O)(C)(C)C. (4) Given the product [NH2:1][C:2]1[N:7]=[C:6]([C:8]2[O:9][CH:10]=[CH:11][CH:12]=2)[C:5]([C:13]#[N:14])=[C:4]([N:17]2[CH2:22][CH2:21][CH2:20][CH2:19][CH2:18]2)[N:3]=1, predict the reactants needed to synthesize it. The reactants are: [NH2:1][C:2]1[N:7]=[C:6]([C:8]2[O:9][CH:10]=[CH:11][CH:12]=2)[C:5]([C:13]#[N:14])=[C:4](SC)[N:3]=1.[NH:17]1[CH2:22][CH2:21][CH2:20][CH2:19][CH2:18]1. (5) Given the product [CH3:24][C:14]1[CH:19]=[CH:18][C:17]([S:20]([O:11][C@@H:10]2[C@H:5]3[C@H:6]([O:7][C:3]([CH2:1][CH3:2])([CH2:12][CH3:13])[O:4]3)[CH:8]=[CH:9]2)(=[O:22])=[O:21])=[CH:16][CH:15]=1, predict the reactants needed to synthesize it. The reactants are: [CH2:1]([C:3]1([CH2:12][CH3:13])[O:7][C@@H:6]2[CH:8]=[CH:9][C@H:10]([OH:11])[C@@H:5]2[O:4]1)[CH3:2].[C:14]1([CH3:24])[CH:19]=[CH:18][C:17]([S:20](Cl)(=[O:22])=[O:21])=[CH:16][CH:15]=1.CCN(CC)CC.